From a dataset of Full USPTO retrosynthesis dataset with 1.9M reactions from patents (1976-2016). Predict the reactants needed to synthesize the given product. (1) Given the product [CH3:17][CH:18]1[NH:19][CH:20]([CH3:24])[CH2:21][N:22]([C:13]2[NH:16][C:4](=[O:5])[C:6]3[C:7]([CH:12]=2)=[CH:8][CH:9]=[CH:10][CH:11]=3)[CH2:23]1, predict the reactants needed to synthesize it. The reactants are: Cl.CO[C:4]([C:6]1[CH:11]=[CH:10][CH:9]=[CH:8][C:7]=1[CH2:12][C:13](=[NH:16])OC)=[O:5].[CH3:17][CH:18]1[CH2:23][NH:22][CH2:21][CH:20]([CH3:24])[NH:19]1. (2) Given the product [F:7][C:8]1([C:13]2[CH:14]=[CH:15][C:16]([C:19]3[CH2:23][C:22]([C:28]4[CH:33]=[C:32]([Cl:34])[C:31]([Cl:35])=[C:30]([Cl:36])[CH:29]=4)([C:24]([F:25])([F:26])[F:27])[O:21][N:20]=3)=[CH:17][CH:18]=2)[CH2:11][CH:10]([NH:12][C:4]([CH:1]2[CH2:3][CH2:2]2)=[O:5])[CH2:9]1, predict the reactants needed to synthesize it. The reactants are: [CH:1]1([C:4](Cl)=[O:5])[CH2:3][CH2:2]1.[F:7][C:8]1([C:13]2[CH:18]=[CH:17][C:16]([C:19]3[CH2:23][C:22]([C:28]4[CH:33]=[C:32]([Cl:34])[C:31]([Cl:35])=[C:30]([Cl:36])[CH:29]=4)([C:24]([F:27])([F:26])[F:25])[O:21][N:20]=3)=[CH:15][CH:14]=2)[CH2:11][CH:10]([NH2:12])[CH2:9]1.CCN(C(C)C)C(C)C. (3) The reactants are: [Cl:1][C:2]1[CH:3]=[CH:4][C:5]([O:11][CH2:12][C:13]2[CH:18]=[CH:17][CH:16]=[CH:15][CH:14]=2)=[C:6]([C:8](=O)C)[CH:7]=1.[CH:19]([O:26]CC)([O:23][CH2:24][CH3:25])OCC.II. Given the product [Cl:1][C:2]1[CH:3]=[CH:4][C:5]([O:11][CH2:12][C:13]2[CH:14]=[CH:15][CH:16]=[CH:17][CH:18]=2)=[C:6]([CH2:8][C:19]([O:23][CH2:24][CH3:25])=[O:26])[CH:7]=1, predict the reactants needed to synthesize it. (4) Given the product [CH3:1][O:2][C:3]1[CH:4]=[CH:5][C:6]([CH2:7][CH:8]2[CH2:13][CH2:12][O:11][CH2:10][CH:9]2[C:14]([OH:22])=[O:15])=[CH:16][CH:17]=1, predict the reactants needed to synthesize it. The reactants are: [CH3:1][O:2][C:3]1[CH:17]=[CH:16][C:6]([CH2:7][CH:8]2[CH2:13][CH2:12][O:11][CH2:10][CH:9]2[CH:14]=[O:15])=[CH:5][CH:4]=1.C([OH:22])(C)(C)C.O1CCCC1.O.CC(=CC)C.[O-]Cl=O.[Na+]. (5) Given the product [Br:1][C:2]1[C:3](=[O:17])[NH:4][C:5](=[O:16])[N:6]([CH2:26][C:25]([C:22]2[CH:23]=[CH:24][C:19]([Cl:18])=[C:20]([Cl:28])[CH:21]=2)=[O:42])[N:7]=1, predict the reactants needed to synthesize it. The reactants are: [Br:1][C:2]1[C:3](=[O:17])[NH:4][C:5](=[O:16])[N:6](CCC2C=CC=CC=2)[N:7]=1.[Cl:18][C:19]1[CH:24]=[CH:23][C:22]([CH2:25][CH2:26]I)=[CH:21][C:20]=1[Cl:28].C(I)CC1C=CC=CC=1.CN(C)C(=[O:42])C. (6) Given the product [C:1]1([C:21]2[CH:22]=[CH:23][CH:24]=[CH:25][CH:26]=2)[CH:6]=[CH:5][C:4]([NH:7][C:8]2[CH:13]=[N:12][CH:11]=[C:10]3[S:14][C:15]([C:17]4[NH:18][CH:31]=[N:20][N:19]=4)=[CH:16][C:9]=23)=[CH:3][CH:2]=1, predict the reactants needed to synthesize it. The reactants are: [C:1]1([C:21]2[CH:26]=[CH:25][CH:24]=[CH:23][CH:22]=2)[CH:6]=[CH:5][C:4]([NH:7][C:8]2[CH:13]=[N:12][CH:11]=[C:10]3[S:14][C:15]([C:17](=[N:19][NH2:20])[NH2:18])=[CH:16][C:9]=23)=[CH:3][CH:2]=1.B(F)(F)F.[CH3:31]COCC.